Task: Predict the reactants needed to synthesize the given product.. Dataset: Full USPTO retrosynthesis dataset with 1.9M reactions from patents (1976-2016) (1) Given the product [N:49]1[C:50]2[C:45](=[CH:44][C:43]([CH2:42][C:41]3[N:37]4[N:38]=[C:33]([C:29]5[S:28][CH:32]=[CH:31][CH:30]=5)[CH:34]=[N:35][C:36]4=[N:39][N:40]=3)=[CH:52][CH:51]=2)[CH:46]=[CH:47][CH:48]=1, predict the reactants needed to synthesize it. The reactants are: C1(C2N=NC(NNC(=O)CC3C=C4C(=CC=3)N=CC=C4)=NC=2)C=CC=CC=1.[S:28]1[CH:32]=[CH:31][CH:30]=[C:29]1[C:33]1[N:38]=[N:37][C:36]([NH:39][NH:40][C:41](=O)[CH2:42][C:43]2[CH:44]=[C:45]3[C:50](=[CH:51][CH:52]=2)[N:49]=[CH:48][CH:47]=[CH:46]3)=[N:35][CH:34]=1. (2) The reactants are: [CH3:1][C@H:2]1[C@H:28]([CH3:29])[C@@H:27]2[C@@:5]([C:31]([OH:33])=[O:32])([CH2:6][CH2:7][C@@:8]3([CH3:30])[C@:13]4([CH3:26])[CH2:14][CH2:15][C@H:16]5[C:21]([CH3:23])([CH3:22])[C@@H:20]([OH:24])[CH2:19][CH2:18][C@:17]5([CH3:25])[C@H:12]4[CH2:11][CH:10]=[C:9]32)[CH2:4][CH2:3]1.O[C@H:35]1[CH2:52][CH2:51][C@@:50]2(C)[C@@H:37](C[CH2:72][C@:36]3(C)[C@@H:37]2[CH2:50][CH2:51][C@H:52]2[C@@:35]3(C)CC[C@@]3(C(OCC4C=CC=CC=4)=O)CC[C@@H](C(C)=C)[C@@H]32)[C:36]1(C)[CH3:72]. Given the product [OH:24][C@H:20]1[CH2:19][CH2:18][C@@:17]2([CH3:25])[C@@H:16]([CH2:15][CH2:14][C@:13]3([CH3:26])[C@@H:12]2[CH2:11][CH:10]=[C:9]2[C@@:8]3([CH3:30])[CH2:7][CH2:6][C@:5]3([C:31]([O:33][CH2:72][C:36]4[CH:37]=[CH:50][CH:51]=[CH:52][CH:35]=4)=[O:32])[C@H:27]2[C@@H:28]([CH3:29])[C@H:2]([CH3:1])[CH2:3][CH2:4]3)[C:21]1([CH3:23])[CH3:22], predict the reactants needed to synthesize it. (3) Given the product [C:1]([O:5][C:6]([N:8]1[CH2:13][CH2:12][N:11]([C:14]2[CH:15]=[CH:16][C:17]([NH:20][C:21]([NH:23][C:24]3[CH:29]=[C:28]([Cl:30])[CH:27]=[CH:26][C:25]=3[NH2:31])=[O:22])=[CH:18][CH:19]=2)[CH2:10][CH2:9]1)=[O:7])([CH3:4])([CH3:2])[CH3:3], predict the reactants needed to synthesize it. The reactants are: [C:1]([O:5][C:6]([N:8]1[CH2:13][CH2:12][N:11]([C:14]2[CH:19]=[CH:18][C:17]([NH:20][C:21]([NH:23][C:24]3[CH:29]=[C:28]([Cl:30])[CH:27]=[CH:26][C:25]=3[N+:31]([O-])=O)=[O:22])=[CH:16][CH:15]=2)[CH2:10][CH2:9]1)=[O:7])([CH3:4])([CH3:3])[CH3:2].[BH4-].[Na+]. (4) Given the product [Br:1][C:2]1[CH:3]=[C:4]([C:8]2([CH2:15][F:16])[NH:13][C:12](=[S:26])[CH2:11][O:10][CH2:9]2)[CH:5]=[CH:6][CH:7]=1, predict the reactants needed to synthesize it. The reactants are: [Br:1][C:2]1[CH:3]=[C:4]([C:8]2([CH2:15][F:16])[NH:13][C:12](=O)[CH2:11][O:10][CH2:9]2)[CH:5]=[CH:6][CH:7]=1.COC1C=CC(P2(SP(C3C=CC(OC)=CC=3)(=S)S2)=[S:26])=CC=1. (5) The reactants are: [C:1]([C:4]1[C:9]2[NH:10][C:11]3[CH:12]=[C:13]([C:17](O)=[O:18])[CH:14]=[CH:15][C:16]=3[C:8]=2[N:7]=[C:6]([C:20]2[CH:25]=[CH:24][C:23]([F:26])=[C:22]([Cl:27])[CH:21]=2)[CH:5]=1)(=[O:3])[NH2:2].[CH3:28][N:29]1[CH2:34][CH2:33][NH:32][CH2:31][CH2:30]1.C(N(CC)C(C)C)(C)C.CN(C(ON1N=NC2C=CC=NC1=2)=[N+](C)C)C.F[P-](F)(F)(F)(F)F. Given the product [Cl:27][C:22]1[CH:21]=[C:20]([C:6]2[CH:5]=[C:4]([C:1]([NH2:2])=[O:3])[C:9]3[NH:10][C:11]4[CH:12]=[C:13]([C:17]([N:32]5[CH2:33][CH2:34][N:29]([CH3:28])[CH2:30][CH2:31]5)=[O:18])[CH:14]=[CH:15][C:16]=4[C:8]=3[N:7]=2)[CH:25]=[CH:24][C:23]=1[F:26], predict the reactants needed to synthesize it. (6) Given the product [CH3:19][O:18][C:14]1[CH:13]=[C:12]([C:7]2[CH:8]=[C:9]3[C:4](=[C:5]([C:20]4[C:29]5[C:24](=[CH:25][CH:26]=[CH:27][CH:28]=5)[CH:23]=[CH:22][CH:21]=4)[CH:6]=2)[N:3]=[C:2]([P:33](=[O:32])([OH:37])[OH:34])[CH:11]=[CH:10]3)[CH:17]=[CH:16][CH:15]=1, predict the reactants needed to synthesize it. The reactants are: Cl[C:2]1[CH:11]=[CH:10][C:9]2[C:4](=[C:5]([C:20]3[C:29]4[C:24](=[CH:25][CH:26]=[CH:27][CH:28]=4)[CH:23]=[CH:22][CH:21]=3)[CH:6]=[C:7]([C:12]3[CH:17]=[CH:16][CH:15]=[C:14]([O:18][CH3:19])[CH:13]=3)[CH:8]=2)[N:3]=1.C([O:32][P:33]([O-:37])[O:34]CC)C.CCN(CC)CC.